From a dataset of Forward reaction prediction with 1.9M reactions from USPTO patents (1976-2016). Predict the product of the given reaction. (1) Given the reactants [Br:1][C:2]1[CH:10]=[CH:9][C:8]([F:11])=[CH:7][C:3]=1[C:4](O)=[O:5].Cl.[CH3:13][NH:14][O:15][CH3:16].OC1C2N=NNC=2C=CC=1.C(N(CC)CC)C, predict the reaction product. The product is: [Br:1][C:2]1[CH:10]=[CH:9][C:8]([F:11])=[CH:7][C:3]=1[C:4]([N:14]([O:15][CH3:16])[CH3:13])=[O:5]. (2) Given the reactants [NH2:1][C:2]1[CH:7]=[CH:6][C:5]([C:8](=[O:14])[CH2:9][CH2:10][C:11]([OH:13])=O)=[CH:4][CH:3]=1.[CH:15]1([N:21]=C=NC2CCCCC2)CCCC[CH2:16]1.C(N)C.O, predict the reaction product. The product is: [CH2:15]([NH:21][C:11](=[O:13])[CH2:10][CH2:9][C:8]([C:5]1[CH:4]=[CH:3][C:2]([NH2:1])=[CH:7][CH:6]=1)=[O:14])[CH3:16].